From a dataset of Reaction yield outcomes from USPTO patents with 853,638 reactions. Predict the reaction yield, written as a fraction of the theoretical maximum amount of product (1.0 means a 100% yield; for example, 0.34 means a 34% yield). The reactants are [OH:1][C:2]1[CH:7]=[CH:6][C:5]([NH:8][C:9]([C:11]2[CH:16]=[CH:15][C:14]([C:17]3[CH:22]=[CH:21][CH:20]=[CH:19][CH:18]=3)=[CH:13][CH:12]=2)=[O:10])=[CH:4][C:3]=1[NH:23][C:24](=[O:32])[CH2:25][N:26]1[CH2:31][CH2:30][O:29][CH2:28][CH2:27]1.I[CH2:34][CH3:35].C([O-])([O-])=O.[Cs+].[Cs+].O. The catalyst is CN(C=O)C. The product is [CH2:34]([O:1][C:2]1[CH:7]=[CH:6][C:5]([NH:8][C:9]([C:11]2[CH:16]=[CH:15][C:14]([C:17]3[CH:22]=[CH:21][CH:20]=[CH:19][CH:18]=3)=[CH:13][CH:12]=2)=[O:10])=[CH:4][C:3]=1[NH:23][C:24](=[O:32])[CH2:25][N:26]1[CH2:27][CH2:28][O:29][CH2:30][CH2:31]1)[CH3:35]. The yield is 0.680.